From a dataset of NCI-60 drug combinations with 297,098 pairs across 59 cell lines. Regression. Given two drug SMILES strings and cell line genomic features, predict the synergy score measuring deviation from expected non-interaction effect. (1) Drug 2: CC1CCCC2(C(O2)CC(NC(=O)CC(C(C(=O)C(C1O)C)(C)C)O)C(=CC3=CSC(=N3)C)C)C. Cell line: SR. Synergy scores: CSS=-2.78, Synergy_ZIP=-2.34, Synergy_Bliss=-6.37, Synergy_Loewe=-6.64, Synergy_HSA=-6.58. Drug 1: CC1=C(C=C(C=C1)NC2=NC=CC(=N2)N(C)C3=CC4=NN(C(=C4C=C3)C)C)S(=O)(=O)N.Cl. (2) Drug 1: CC1=C(C(=CC=C1)Cl)NC(=O)C2=CN=C(S2)NC3=CC(=NC(=N3)C)N4CCN(CC4)CCO. Drug 2: C1=CN(C=N1)CC(O)(P(=O)(O)O)P(=O)(O)O. Cell line: 786-0. Synergy scores: CSS=13.7, Synergy_ZIP=-6.64, Synergy_Bliss=-2.30, Synergy_Loewe=-16.8, Synergy_HSA=-2.52. (3) Drug 1: CN(CC1=CN=C2C(=N1)C(=NC(=N2)N)N)C3=CC=C(C=C3)C(=O)NC(CCC(=O)O)C(=O)O. Drug 2: C1CCC(C(C1)N)N.C(=O)(C(=O)[O-])[O-].[Pt+4]. Cell line: ACHN. Synergy scores: CSS=35.9, Synergy_ZIP=-2.37, Synergy_Bliss=-2.38, Synergy_Loewe=-9.85, Synergy_HSA=-3.56. (4) Drug 1: C1CN1P(=S)(N2CC2)N3CC3. Drug 2: C(CC(=O)O)C(=O)CN.Cl. Cell line: NCI-H322M. Synergy scores: CSS=4.46, Synergy_ZIP=1.53, Synergy_Bliss=4.80, Synergy_Loewe=-4.09, Synergy_HSA=-0.638.